This data is from Peptide-MHC class I binding affinity with 185,985 pairs from IEDB/IMGT. The task is: Regression. Given a peptide amino acid sequence and an MHC pseudo amino acid sequence, predict their binding affinity value. This is MHC class I binding data. (1) The peptide sequence is LLLWISVKV. The MHC is HLA-A68:02 with pseudo-sequence HLA-A68:02. The binding affinity (normalized) is 0.268. (2) The peptide sequence is LTDSPETHHY. The MHC is HLA-A30:02 with pseudo-sequence HLA-A30:02. The binding affinity (normalized) is 0.491. (3) The peptide sequence is KVPGVKTVW. The MHC is HLA-A32:01 with pseudo-sequence HLA-A32:01. The binding affinity (normalized) is 0.640. (4) The peptide sequence is FLLPLTSLV. The MHC is HLA-A02:06 with pseudo-sequence HLA-A02:06. The binding affinity (normalized) is 0.958.